Dataset: Full USPTO retrosynthesis dataset with 1.9M reactions from patents (1976-2016). Task: Predict the reactants needed to synthesize the given product. (1) Given the product [CH3:11][O:10][C:8](=[O:9])[C:7]1[CH:6]=[C:5]([NH:22][C:23]2[CH:28]=[CH:27][C:26]([CH3:29])=[CH:25][CH:24]=2)[C:4]([C:3]([O:2][CH3:1])=[O:30])=[CH:13][C:12]=1[NH:14][C:15]1[CH:16]=[CH:17][C:18]([CH3:21])=[CH:19][CH:20]=1, predict the reactants needed to synthesize it. The reactants are: [CH3:1][O:2][C:3](=[O:30])[C:4]1[CH2:13][C:12]([NH:14][C:15]2[CH:20]=[CH:19][C:18]([CH3:21])=[CH:17][CH:16]=2)=[C:7]([C:8]([O:10][CH3:11])=[O:9])[CH2:6][C:5]=1[NH:22][C:23]1[CH:28]=[CH:27][C:26]([CH3:29])=[CH:25][CH:24]=1.C[O-].[Na+].[N+](C1C=C(S([O-])(=O)=O)C=CC=1)([O-])=O.[Na+]. (2) Given the product [CH3:13][C:2]([CH3:1])=[CH:3][CH2:4][C@:5]([OH:9])([CH:6]=[CH2:12])[CH3:15].[CH3:11][C:6]([OH:7])([C@H:5]([OH:9])[CH2:4][CH2:3][C@@:2]([CH3:1])([OH:16])[CH:13]=[CH2:14])[CH3:12], predict the reactants needed to synthesize it. The reactants are: [CH3:1][C@@H:2]([CH2:13][CH3:14])[CH2:3][CH2:4][C@H:5]1[O:9]C(=O)[O:7][C:6]1([CH3:12])[CH3:11].[CH3:15][OH:16]. (3) Given the product [CH:1]#[C:2][CH2:3][NH:4][C@H:5]1[C:9]2[C:8](=[CH:13][CH:12]=[CH:11][CH:10]=2)[CH2:7][CH2:6]1.[CH:1]#[C:2][CH2:3][NH:4][C@H:5]1[C:9]2[C:8](=[CH:13][CH:12]=[CH:11][CH:10]=2)[CH2:7][CH2:6]1.[C@H:15]([OH:16])([C:14]([OH:23])=[O:22])[C@@H:17]([OH:18])[C:19]([OH:21])=[O:20], predict the reactants needed to synthesize it. The reactants are: [CH:1]#[C:2][CH2:3][NH:4][C@H:5]1[C:9]2[CH:10]=[CH:11][CH:12]=[CH:13][C:8]=2[CH2:7][CH2:6]1.[C:14]([OH:23])(=[O:22])[C@@H:15]([C@H:17]([C:19]([OH:21])=[O:20])[OH:18])[OH:16].CO.